This data is from Catalyst prediction with 721,799 reactions and 888 catalyst types from USPTO. The task is: Predict which catalyst facilitates the given reaction. (1) Reactant: [CH2:1]([N:4]1[CH2:10][CH:9]([CH3:11])[C:8](=[O:12])[NH:7][C:6]2[CH:13]=[N:14][C:15]([Cl:17])=[N:16][C:5]1=2)[CH:2]=[CH2:3].I[CH3:19].[H-].[Na+]. Product: [CH2:1]([N:4]1[CH2:10][CH:9]([CH3:11])[C:8](=[O:12])[N:7]([CH3:19])[C:6]2[CH:13]=[N:14][C:15]([Cl:17])=[N:16][C:5]1=2)[CH:2]=[CH2:3]. The catalyst class is: 9. (2) Reactant: [C:1]([C:3]1[CH:8]=[CH:7][C:6](OS(C2C=CC=CC=2)(=O)=O)=[C:5]([O:19][CH3:20])[CH:4]=1)#[N:2].[CH2:21]([N:23]([CH2:27][CH3:28])[CH2:24][C:25]#[CH:26])[CH3:22]. Product: [CH2:21]([N:23]([CH2:27][CH3:28])[CH2:24][C:25]#[C:26][C:6]1[CH:7]=[CH:8][C:3]([C:1]#[N:2])=[CH:4][C:5]=1[O:19][CH3:20])[CH3:22]. The catalyst class is: 243. (3) Reactant: Cl[C:2]1[C:11]2=[N:12][N:13](CC3C=CC(OC)=CC=3)[CH:14]=[C:10]2[C:9]2[CH:8]=[C:7]([O:24][CH3:25])[CH:6]=[CH:5][C:4]=2[N:3]=1.[CH2:26]([N:28]1[CH2:33][CH2:32][N:31]([C:34]2[CH:40]=[CH:39][C:37]([NH2:38])=[CH:36][C:35]=2[F:41])[CH2:30][CH2:29]1)[CH3:27].Cl. Product: [CH2:26]([N:28]1[CH2:29][CH2:30][N:31]([C:34]2[CH:40]=[CH:39][C:37]([NH:38][C:2]3[C:11]4=[N:12][NH:13][CH:14]=[C:10]4[C:9]4[CH:8]=[C:7]([O:24][CH3:25])[CH:6]=[CH:5][C:4]=4[N:3]=3)=[CH:36][C:35]=2[F:41])[CH2:32][CH2:33]1)[CH3:27]. The catalyst class is: 71. (4) Reactant: [F:1][C:2]1[C:3]([NH:26][C:27]2[CH:32]=[CH:31][C:30]([I:33])=[CH:29][C:28]=2[F:34])=[C:4]([CH:12]=[C:13](/[CH:16]=[N:17]/[O:18][CH2:19][CH2:20][NH:21][C:22](=[O:25])[CH2:23][CH3:24])[C:14]=1[F:15])[C:5]([NH:7][O:8][CH2:9][CH2:10][OH:11])=[O:6].ClC(Cl)C(O)=O.O.C(=O)(O)[O-].[Na+]. Product: [F:1][C:2]1[C:3]([NH:26][C:27]2[CH:32]=[CH:31][C:30]([I:33])=[CH:29][C:28]=2[F:34])=[C:4]([CH:12]=[C:13]([CH2:16][NH:17][O:18][CH2:19][CH2:20][NH:21][C:22](=[O:25])[CH2:23][CH3:24])[C:14]=1[F:15])[C:5]([NH:7][O:8][CH2:9][CH2:10][OH:11])=[O:6]. The catalyst class is: 2. (5) Reactant: [CH3:1][O:2][C:3]1[CH:26]=[CH:25][C:6]([C:7]([C:9]2[CH:14]=[CH:13][CH:12]=[C:11]([C:15](=[O:24])[C:16]3[CH:21]=[CH:20][C:19]([O:22]C)=[CH:18][CH:17]=3)[CH:10]=2)=[O:8])=[CH:5][CH:4]=1.CSC.B(F)(F)F. Product: [OH:22][C:19]1[CH:18]=[CH:17][C:16]([C:15]([C:11]2[CH:12]=[CH:13][CH:14]=[C:9]([C:7](=[O:8])[C:6]3[CH:25]=[CH:26][C:3]([O:2][CH3:1])=[CH:4][CH:5]=3)[CH:10]=2)=[O:24])=[CH:21][CH:20]=1. The catalyst class is: 4. (6) Reactant: CN([CH:4]=[O:5])C.O=P(Cl)(Cl)[Cl:8].O=[C:12]1[CH2:17][CH2:16][N:15]([C:18]([O:20][C:21]([CH3:24])([CH3:23])[CH3:22])=[O:19])[CH2:14][CH2:13]1.CC([O-])=O.[Na+]. Product: [Cl:8][C:12]1[CH2:17][CH2:16][N:15]([C:18]([O:20][C:21]([CH3:24])([CH3:23])[CH3:22])=[O:19])[CH2:14][C:13]=1[CH:4]=[O:5]. The catalyst class is: 2.